The task is: Predict the reaction yield, written as a fraction of the theoretical maximum amount of product (1.0 means a 100% yield; for example, 0.34 means a 34% yield).. This data is from Reaction yield outcomes from USPTO patents with 853,638 reactions. (1) The reactants are [CH3:1]C(C)([O-])C.[K+].[NH:7]1[C:15]2[C:10](=[CH:11][CH:12]=[CH:13][CH:14]=2)[CH:9]=[CH:8]1.C(OC)(=O)C(OC)=O. The catalyst is CN(C=O)C. The product is [CH3:1][N:7]1[C:15]2[C:10](=[CH:11][CH:12]=[CH:13][CH:14]=2)[CH:9]=[CH:8]1. The yield is 0.440. (2) The reactants are Br[C:2]1[CH:7]=[CH:6][C:5]([C:8]2[N:9]([C:18]3[C:23]([Cl:24])=[CH:22][CH:21]=[CH:20][C:19]=3[Cl:25])[C:10]([Cl:17])=[C:11]([C:13]([OH:16])([CH3:15])[CH3:14])[N:12]=2)=[C:4]([Cl:26])[CH:3]=1.[CH3:27][S:28]([C:31]1[CH:32]=[C:33](B(O)O)[CH:34]=[CH:35][CH:36]=1)(=[O:30])=[O:29].C([O-])([O-])=O.[K+].[K+].O. The catalyst is COCCOC. The product is [Cl:17][C:10]1[N:9]([C:18]2[C:23]([Cl:24])=[CH:22][CH:21]=[CH:20][C:19]=2[Cl:25])[C:8]([C:5]2[CH:6]=[CH:7][C:2]([C:35]3[CH:34]=[CH:33][CH:32]=[C:31]([S:28]([CH3:27])(=[O:30])=[O:29])[CH:36]=3)=[CH:3][C:4]=2[Cl:26])=[N:12][C:11]=1[C:13]([OH:16])([CH3:15])[CH3:14]. The yield is 0.780.